From a dataset of Forward reaction prediction with 1.9M reactions from USPTO patents (1976-2016). Predict the product of the given reaction. (1) Given the reactants Cl[C:2]1[C:7]([C:8]#[N:9])=[CH:6][CH:5]=[CH:4][N:3]=1.[CH3:10][NH2:11].[NH2:12][OH:13], predict the reaction product. The product is: [CH3:10][NH:11][C:2]1[N:3]=[CH:4][CH:5]=[CH:6][C:7]=1[C:8]([NH:12][OH:13])=[NH:9]. (2) The product is: [Cl:42][C:38]1[CH:37]=[C:36]([C@H:34]([OH:35])[CH2:33][NH:32][C:2]2[CH:7]=[CH:6][NH:5][C:4](=[O:8])[C:3]=2[C:10]2[NH:11][C:12]([C:16]([N:18]3[CH2:23][CH2:22][O:21][CH2:20][CH2:19]3)=[O:17])=[C:13]([CH3:15])[N:14]=2)[CH:41]=[CH:40][CH:39]=1. Given the reactants I[C:2]1[CH:7]=[CH:6][N:5]=[C:4]([O:8]C)[C:3]=1[C:10]1[NH:11][C:12]([C:16]([N:18]2[CH2:23][CH2:22][O:21][CH2:20][CH2:19]2)=[O:17])=[C:13]([CH3:15])[N:14]=1.Cl.C(N(CC)CC)C.[NH2:32][CH2:33][C@H:34]([C:36]1[CH:41]=[CH:40][CH:39]=[C:38]([Cl:42])[CH:37]=1)[OH:35], predict the reaction product. (3) Given the reactants [Cl:1][C:2]1[C:7]([Cl:8])=[C:6]([S:9](=[O:19])(=[O:18])[NH:10][C@@H:11]([CH2:16][CH3:17])[C:12]([F:15])([F:14])[F:13])[CH:5]=[CH:4][C:3]=1[C:20]1[S:24][C:23]([C:25]([O:27]CC)=O)=[N:22][C:21]=1[CH2:30][N:31]1[CH2:36][CH2:35][CH2:34][C:33]([F:38])([F:37])[CH2:32]1.O.[NH2:40][NH2:41], predict the reaction product. The product is: [Cl:8][C:7]1[C:2]([Cl:1])=[C:3]([C:20]2[S:24][C:23]([C:25]([NH:40][NH2:41])=[O:27])=[N:22][C:21]=2[CH2:30][N:31]2[CH2:36][CH2:35][CH2:34][C:33]([F:37])([F:38])[CH2:32]2)[CH:4]=[CH:5][C:6]=1[S:9]([NH:10][C@@H:11]([CH2:16][CH3:17])[C:12]([F:13])([F:14])[F:15])(=[O:19])=[O:18]. (4) Given the reactants Cl[CH:2]([CH:14]1[CH2:19][CH2:18][CH2:17][CH2:16][CH2:15]1)[C:3]1[O:4][C:5]2[CH:12]=[C:11]([F:13])[CH:10]=[CH:9][C:6]=2[C:7]=1[CH3:8].[NH2:20][C:21]1[CH:30]=[CH:29][C:24]([C:25]([O:27]C)=[O:26])=[CH:23][CH:22]=1.[I-].[Na+].C(=O)([O-])[O-].[Na+].[Na+].Cl.[OH-].[Na+], predict the reaction product. The product is: [CH:14]1([CH:2]([NH:20][C:21]2[CH:30]=[CH:29][C:24]([C:25]([OH:27])=[O:26])=[CH:23][CH:22]=2)[C:3]2[O:4][C:5]3[CH:12]=[C:11]([F:13])[CH:10]=[CH:9][C:6]=3[C:7]=2[CH3:8])[CH2:19][CH2:18][CH2:17][CH2:16][CH2:15]1. (5) Given the reactants [CH3:1][CH:2]1[CH2:7][NH:6][CH2:5][CH:4]([CH3:8])[NH:3]1.[O:9]1[CH2:14][CH2:13][CH:12]([C:15](O)=[O:16])[CH2:11][CH2:10]1.Cl.C(N=C=NCCCN(C)C)C, predict the reaction product. The product is: [CH3:8][CH:4]1[NH:3][CH:2]([CH3:1])[CH2:7][N:6]([C:15]([CH:12]2[CH2:13][CH2:14][O:9][CH2:10][CH2:11]2)=[O:16])[CH2:5]1. (6) Given the reactants [N:1]1[CH:6]=[CH:5][CH:4]=[C:3]2[CH2:7][CH2:8][CH2:9][CH2:10][CH2:11][C:2]=12.[OH:12]O, predict the reaction product. The product is: [N:1]1[CH:6]=[CH:5][CH:4]=[C:3]2[CH2:7][CH2:8][CH2:9][CH2:10][CH:11]([OH:12])[C:2]=12.